Dataset: Catalyst prediction with 721,799 reactions and 888 catalyst types from USPTO. Task: Predict which catalyst facilitates the given reaction. (1) Reactant: [Br:1][C:2]1[CH:3]=[C:4]2[C:10]([I:11])=[CH:9][NH:8][C:5]2=[N:6][CH:7]=1.[H-].[Na+].[C:14]1([S:20](Cl)(=[O:22])=[O:21])[CH:19]=[CH:18][CH:17]=[CH:16][CH:15]=1.O. Product: [C:14]1([S:20]([N:8]2[C:5]3=[N:6][CH:7]=[C:2]([Br:1])[CH:3]=[C:4]3[C:10]([I:11])=[CH:9]2)(=[O:22])=[O:21])[CH:19]=[CH:18][CH:17]=[CH:16][CH:15]=1. The catalyst class is: 3. (2) Reactant: C([Li])CCC.CCCCCC.[F:12][C:13]1[CH:18]=[CH:17][CH:16]=[CH:15][C:14]=1Br.C1(CO[CH2:25][C:26]2([OH:40])[CH2:32][O:31][CH2:30][CH2:29][N:28]([C:33]([O:35][C:36]([CH3:39])([CH3:38])[CH3:37])=[O:34])[CH2:27]2)CC1.B(F)(F)F.S([O-])(O)(=O)=O.[Na+]. Product: [F:12][C:13]1[CH:18]=[CH:17][CH:16]=[CH:15][C:14]=1[CH2:25][C:26]1([OH:40])[CH2:32][O:31][CH2:30][CH2:29][N:28]([C:33]([O:35][C:36]([CH3:39])([CH3:38])[CH3:37])=[O:34])[CH2:27]1. The catalyst class is: 1. (3) Reactant: [CH3:1][O:2][C:3]1[N:8]=[C:7]([CH2:9][C:10]#N)[C:6]([N+:12]([O-])=O)=[CH:5][CH:4]=1. Product: [CH3:1][O:2][C:3]1[N:8]=[C:7]2[CH:9]=[CH:10][NH:12][C:6]2=[CH:5][CH:4]=1. The catalyst class is: 50. (4) Product: [CH3:1][N:2]([CH3:19])[CH2:3][CH2:4][O:5][C:6]1[N:7]=[CH:8][C:9]([NH2:16])=[CH:10][C:11]=1[C:12]([F:15])([F:13])[F:14]. Reactant: [CH3:1][N:2]([CH3:19])[CH2:3][CH2:4][O:5][C:6]1[C:11]([C:12]([F:15])([F:14])[F:13])=[CH:10][C:9]([N+:16]([O-])=O)=[CH:8][N:7]=1.C(Cl)Cl.CO. The catalyst class is: 19.